Predict the reaction yield, written as a fraction of the theoretical maximum amount of product (1.0 means a 100% yield; for example, 0.34 means a 34% yield). From a dataset of Reaction yield outcomes from USPTO patents with 853,638 reactions. (1) The yield is 0.990. The product is [F:1][C:2]1[CH:7]=[C:6]([S:8][CH3:9])[CH:5]=[CH:4][C:3]=1[NH:10][C:11]1[C:12]([C:19]([NH:29][O:28][CH2:27][CH2:26][O:25][CH:23]=[CH2:24])=[O:21])=[N:13][N:14]([CH3:18])[C:15](=[O:17])[CH:16]=1. The catalyst is C1COCC1. The reactants are [F:1][C:2]1[CH:7]=[C:6]([S:8][CH3:9])[CH:5]=[CH:4][C:3]=1[NH:10][C:11]1[C:12]([C:19]([O:21]C)=O)=[N:13][N:14]([CH3:18])[C:15](=[O:17])[CH:16]=1.[CH:23]([O:25][CH2:26][CH2:27][O:28][NH2:29])=[CH2:24].[Li+].C[Si]([N-][Si](C)(C)C)(C)C. (2) The reactants are Br[C:2]1[CH:7]=[CH:6][CH:5]=[C:4]([CH2:8][CH2:9][O:10][Si](C(C)(C)C)(C)C)[CH:3]=1.[CH3:18][NH:19][C:20]1[CH:25]=[CH:24][CH:23]=[CH:22][CH:21]=1.CC1(C)C2C(=C(P(C3C=CC=CC=3)C3C=CC=CC=3)C=CC=2)OC2C(P(C3C=CC=CC=3)C3C=CC=CC=3)=CC=CC1=2.CC([O-])(C)C.[Na+]. The catalyst is C1(C)C=CC=CC=1.CCOC(C)=O.C1C=CC(/C=C/C(/C=C/C2C=CC=CC=2)=O)=CC=1.C1C=CC(/C=C/C(/C=C/C2C=CC=CC=2)=O)=CC=1.C1C=CC(/C=C/C(/C=C/C2C=CC=CC=2)=O)=CC=1.[Pd].[Pd]. The product is [CH3:18][N:19]([C:20]1[CH:25]=[CH:24][CH:23]=[CH:22][CH:21]=1)[C:2]1[CH:3]=[C:4]([CH2:8][CH2:9][OH:10])[CH:5]=[CH:6][CH:7]=1. The yield is 0.720. (3) The reactants are FC(F)(F)C(O)=O.[NH2:8][CH:9]([CH2:22][C:23]1[CH:28]=[CH:27][CH:26]=[CH:25][CH:24]=1)[C@H:10]([OH:21])[C:11]([NH:13][CH2:14][C:15]1[CH:20]=[CH:19][CH:18]=[CH:17][CH:16]=1)=[O:12].C(N(CC)C(C)C)(C)C.[CH3:38][O:39][C:40]1[CH:45]=[CH:44][C:43]([CH2:46][C@H:47]([NH:51][C:52](=[O:65])[C@@H:53]([NH:55][C:56](=[O:64])[CH2:57][N:58]2[CH2:63][CH2:62][O:61][CH2:60][CH2:59]2)[CH3:54])[C:48](O)=[O:49])=[CH:42][CH:41]=1.CN(C(ON1N=NC2C=CC=NC1=2)=[N+](C)C)C.F[P-](F)(F)(F)(F)F. The catalyst is CN(C=O)C. The product is [CH2:14]([NH:13][C:11](=[O:12])[C@@H:10]([OH:21])[CH:9]([NH:8][C:48](=[O:49])[C@@H:47]([NH:51][C:52](=[O:65])[C@@H:53]([NH:55][C:56](=[O:64])[CH2:57][N:58]1[CH2:59][CH2:60][O:61][CH2:62][CH2:63]1)[CH3:54])[CH2:46][C:43]1[CH:44]=[CH:45][C:40]([O:39][CH3:38])=[CH:41][CH:42]=1)[CH2:22][C:23]1[CH:28]=[CH:27][CH:26]=[CH:25][CH:24]=1)[C:15]1[CH:20]=[CH:19][CH:18]=[CH:17][CH:16]=1. The yield is 0.930. (4) The reactants are N1C=CC=CC=1.C([O:10][C@@H:11]([C@@H:15]([NH:23][C:24](=[O:36])[C:25]1[CH:30]=[CH:29][CH:28]=[C:27]([O:31]C(=O)C)[C:26]=1[CH3:35])[CH2:16][C:17]1[CH:22]=[CH:21][CH:20]=[CH:19][CH:18]=1)[C:12](O)=[O:13])(=O)C.O=S(Cl)Cl.[F:41][C:42]([F:57])([F:56])[CH2:43][NH:44][C:45]([C@@H:47]1[C:51]([CH3:53])([CH3:52])[C:50]([F:55])([F:54])[CH2:49][NH:48]1)=[O:46].Cl.[OH-].[K+].C([O-])([O-])=O.[K+].[K+]. The catalyst is O=S(Cl)Cl.CO.C(#N)C. The product is [F:57][C:42]([F:41])([F:56])[CH2:43][NH:44][C:45]([C@@H:47]1[C:51]([CH3:53])([CH3:52])[C:50]([F:55])([F:54])[CH2:49][N:48]1[C:12](=[O:13])[C@@H:11]([OH:10])[C@@H:15]([NH:23][C:24](=[O:36])[C:25]1[CH:30]=[CH:29][CH:28]=[C:27]([OH:31])[C:26]=1[CH3:35])[CH2:16][C:17]1[CH:18]=[CH:19][CH:20]=[CH:21][CH:22]=1)=[O:46]. The yield is 0.969. (5) The reactants are [Cl:1][C:2]1[C:3]([C:15]([O:17]C)=[O:16])=[N:4][S:5][C:6]=1[C:7]1[CH:12]=[CH:11][CH:10]=[C:9]([Cl:13])[C:8]=1[F:14].C([O-])([O-])=O.[Cs+].[Cs+].ClC1C(C(OC)=O)=NSC=1Cl. The catalyst is COCCOC.O.CCOC(C)=O.C1C=CC([P]([Pd]([P](C2C=CC=CC=2)(C2C=CC=CC=2)C2C=CC=CC=2)([P](C2C=CC=CC=2)(C2C=CC=CC=2)C2C=CC=CC=2)[P](C2C=CC=CC=2)(C2C=CC=CC=2)C2C=CC=CC=2)(C2C=CC=CC=2)C2C=CC=CC=2)=CC=1. The product is [Cl:1][C:2]1[C:3]([C:15]([OH:17])=[O:16])=[N:4][S:5][C:6]=1[C:7]1[CH:12]=[CH:11][CH:10]=[C:9]([Cl:13])[C:8]=1[F:14]. The yield is 0.370. (6) The product is [Br:1][C:2]1[CH:3]=[C:4]2[C:9](=[CH:10][CH:11]=1)[CH:8]=[N:7][C:6]([F:13])=[CH:5]2. No catalyst specified. The yield is 0.700. The reactants are [Br:1][C:2]1[CH:3]=[C:4]2[C:9](=[CH:10][CH:11]=1)[CH:8]=[N:7][C:6](N)=[CH:5]2.[FH:13].N1C=CC=CC=1.N([O-])=O.[Na+].C([O-])([O-])=O.[Na+].[Na+]. (7) The product is [NH:58]([C:54]1[CH:53]=[C:52]([C:51]2[C:50]3[C:45](=[C:46]([C:70]([F:73])([F:71])[F:72])[CH:47]=[CH:48][CH:49]=3)[N:44]=[CH:43][C:42]=2[C:34]([C:35]2[CH:36]=[CH:37][CH:38]=[CH:39][CH:40]=2)=[O:41])[CH:57]=[CH:56][CH:55]=1)[C:1]1[CH:6]=[CH:5][CH:4]=[CH:3][CH:2]=1. The catalyst is C(OCC)(=O)C.CC([O-])=O.CC([O-])=O.[Cu+2].C1(C)C=CC=CC=1. The reactants are [C:1]1(B(O)O)[CH:6]=[CH:5][CH:4]=[CH:3][CH:2]=1.C(O)(=O)CCCCCCCCCCCCC.N1C(C)=CC=CC=1C.[C:34]([C:42]1[CH:43]=[N:44][C:45]2[C:50]([C:51]=1[C:52]1[CH:53]=[C:54]([NH:58]CC3C=CC(CC([O-])=O)=CC=3)[CH:55]=[CH:56][CH:57]=1)=[CH:49][CH:48]=[CH:47][C:46]=2[C:70]([F:73])([F:72])[F:71])(=[O:41])[C:35]1[CH:40]=[CH:39][CH:38]=[CH:37][CH:36]=1. The yield is 0.940. (8) The reactants are Cl[C:2]1[C:11]2[C:6](=[CH:7][CH:8]=[CH:9][CH:10]=2)[N:5]=[C:4]([C:12]2[CH:17]=[CH:16][CH:15]=[CH:14][CH:13]=2)[N:3]=1.CO[C:20]1C=CC=[C:22]([NH2:26])[CH:21]=1.[H-].[Na+].[CH2:29]1[CH2:33][O:32][CH2:31][CH2:30]1. The catalyst is CCCCCC.CCOC(C)=O. The product is [CH3:31][O:32][C:33]1[CH:29]=[CH:30][C:22]([NH:26][C:2]2[C:11]3[C:6](=[CH:7][CH:8]=[CH:9][CH:10]=3)[N:5]=[C:4]([C:12]3[CH:17]=[CH:16][CH:15]=[CH:14][CH:13]=3)[N:3]=2)=[CH:21][CH:20]=1. The yield is 0.220. (9) The reactants are C[Si](C)(C)[C:3]#[C:4][C:5]1[CH2:10][CH2:9][CH:8]([NH:11][C:12](=[O:18])[O:13][C:14]([CH3:17])([CH3:16])[CH3:15])[CH2:7][CH:6]=1.[F-].C([N+](CCCC)(CCCC)CCCC)CCC.C([O-])([O-])=O.[Na+].[Na+]. The catalyst is C1COCC1. The product is [C:4]([C:5]1[CH2:10][CH2:9][CH:8]([NH:11][C:12](=[O:18])[O:13][C:14]([CH3:16])([CH3:15])[CH3:17])[CH2:7][CH:6]=1)#[CH:3]. The yield is 0.990.